From a dataset of Reaction yield outcomes from USPTO patents with 853,638 reactions. Predict the reaction yield, written as a fraction of the theoretical maximum amount of product (1.0 means a 100% yield; for example, 0.34 means a 34% yield). The product is [Br:1][C:2]1[CH:3]=[C:4]2[C:9](=[CH:10][CH:11]=1)[N:8]=[CH:7][N:6]=[C:5]2[Cl:15]. No catalyst specified. The reactants are [Br:1][C:2]1[CH:3]=[C:4]2[C:9](=[CH:10][CH:11]=1)[N:8]=[CH:7][NH:6][C:5]2=O.O=P(Cl)(Cl)[Cl:15]. The yield is 0.950.